Task: Predict the reaction yield, written as a fraction of the theoretical maximum amount of product (1.0 means a 100% yield; for example, 0.34 means a 34% yield).. Dataset: Reaction yield outcomes from USPTO patents with 853,638 reactions (1) The reactants are [F:1][C:2]([F:31])([F:30])[C:3]1[CH:4]=[C:5]([NH:13][C:14](SC)=[C:15]([S:18]([C:21]2[CH:26]=[CH:25][C:24]([Cl:27])=[CH:23][CH:22]=2)(=[O:20])=[O:19])[C:16]#[N:17])[CH:6]=[C:7]([C:9]([F:12])([F:11])[F:10])[CH:8]=1.[CH:32]1([NH2:36])[CH2:35][CH2:34][CH2:33]1. No catalyst specified. The product is [F:31][C:2]([F:1])([F:30])[C:3]1[CH:4]=[C:5]([NH:13][C:14]([NH:36][CH:32]2[CH2:35][CH2:34][CH2:33]2)=[C:15]([S:18]([C:21]2[CH:22]=[CH:23][C:24]([Cl:27])=[CH:25][CH:26]=2)(=[O:19])=[O:20])[C:16]#[N:17])[CH:6]=[C:7]([C:9]([F:12])([F:10])[F:11])[CH:8]=1. The yield is 0.850. (2) The reactants are [Cl:1][C:2]1[CH:7]=[CH:6][C:5]([C:8]2[C:12]([CH2:13][O:14][C:15]3[CH:23]=[CH:22][C:18]([C:19]([OH:21])=O)=[CH:17][N:16]=3)=[C:11]([CH3:24])[O:10][N:9]=2)=[CH:4][CH:3]=1.[NH2:25][C@H:26]([CH2:28][OH:29])[CH3:27]. No catalyst specified. The product is [Cl:1][C:2]1[CH:3]=[CH:4][C:5]([C:8]2[C:12]([CH2:13][O:14][C:15]3[CH:23]=[CH:22][C:18]([C:19]([NH:25][C@@H:26]([CH3:27])[CH2:28][OH:29])=[O:21])=[CH:17][N:16]=3)=[C:11]([CH3:24])[O:10][N:9]=2)=[CH:6][CH:7]=1. The yield is 0.940. (3) The reactants are F[C:2]1[CH:9]=[CH:8][C:7]([F:10])=[CH:6][C:3]=1[C:4]#[N:5].[CH3:11][C:12]1[N:13]=[CH:14][NH:15][CH:16]=1.C(=O)([O-])[O-].[K+].[K+]. No catalyst specified. The product is [F:10][C:7]1[CH:8]=[CH:9][C:2]([N:15]2[CH:16]=[C:12]([CH3:11])[N:13]=[CH:14]2)=[C:3]([CH:6]=1)[C:4]#[N:5]. The yield is 0.410. (4) The reactants are [C:1]1(=[O:10])[C:9]2[C:4](=[CH:5][CH:6]=[CH:7][CH:8]=2)[CH2:3][O:2]1.[N+:11]([O-])([O-:13])=[O:12].[K+]. The catalyst is OS(O)(=O)=O. The product is [N+:11]([C:7]1[CH:8]=[C:9]2[C:4]([CH2:3][O:2][C:1]2=[O:10])=[CH:5][CH:6]=1)([O-:13])=[O:12]. The yield is 0.800. (5) The reactants are [NH2:1][C:2]1[CH:7]=[CH:6][C:5]([OH:8])=[CH:4][C:3]=1[Cl:9].[H-].[Na+].[CH2:12]([O:19][C:20]1[CH:29]=[C:28]2[C:23]([C:24](Cl)=[CH:25][CH:26]=[N:27]2)=[CH:22][C:21]=1[C:31]([O:33][CH3:34])=[O:32])[C:13]1[CH:18]=[CH:17][CH:16]=[CH:15][CH:14]=1.C(OCC)(=O)C. The catalyst is CS(C)=O.O. The product is [NH2:1][C:2]1[CH:7]=[CH:6][C:5]([O:8][C:24]2[C:23]3[C:28](=[CH:29][C:20]([O:19][CH2:12][C:13]4[CH:18]=[CH:17][CH:16]=[CH:15][CH:14]=4)=[C:21]([C:31]([O:33][CH3:34])=[O:32])[CH:22]=3)[N:27]=[CH:26][CH:25]=2)=[CH:4][C:3]=1[Cl:9]. The yield is 0.733. (6) The reactants are [N+:1]([C:4]1[CH:11]=[CH:10][C:7]([CH2:8]O)=[CH:6][C:5]=1[O:12][CH3:13])([O-:3])=[O:2].C(Br)(Br)(Br)[Br:15].C1(P(C2C=CC=CC=2)C2C=CC=CC=2)C=CC=CC=1. The catalyst is C1COCC1. The product is [Br:15][CH2:8][C:7]1[CH:10]=[CH:11][C:4]([N+:1]([O-:3])=[O:2])=[C:5]([O:12][CH3:13])[CH:6]=1. The yield is 0.930. (7) The reactants are [Cl:1][CH2:2][CH2:3][CH2:4][S:5]([NH2:8])(=[O:7])=[O:6].C([N:11]([CH2:14]C)CC)C.O(C(O[C:27]([CH3:30])([CH3:29])[CH3:28])=O)C(O[C:27]([CH3:30])([CH3:29])[CH3:28])=O.Cl.[Cl-].[Na+].[OH2:34]. The catalyst is CN(C1C=CN=CC=1)C.C(Cl)Cl.O. The product is [C:27]([NH:11][C:14](=[O:6])[OH:34])([CH3:28])([CH3:29])[CH3:30].[Cl:1][CH2:2][CH2:3][CH2:4][S:5]([NH2:8])(=[O:7])=[O:6]. The yield is 0.960.